From a dataset of Full USPTO retrosynthesis dataset with 1.9M reactions from patents (1976-2016). Predict the reactants needed to synthesize the given product. (1) Given the product [C:61]([N:11]([CH2:9][CH2:8][N:5]1[CH2:4][CH2:3][S:2](=[O:51])(=[O:1])[CH2:7][CH2:6]1)[C@:12]12[CH2:47][CH2:46][C@@H:45]([C:48]([CH3:50])=[CH2:49])[C@@H:13]1[C@@H:14]1[C@@:27]([CH3:30])([CH2:28][CH2:29]2)[C@@:26]2([CH3:31])[C@@H:17]([C@:18]3([CH3:44])[C@@H:23]([CH2:24][CH2:25]2)[C:22]([CH3:33])([CH3:32])[C:21]([C:34]2[CH:35]=[CH:36][C:37]([C:38]([O:40][CH3:41])=[O:39])=[CH:42][CH:43]=2)=[CH:20][CH2:19]3)[CH2:16][CH2:15]1)(=[O:63])[CH3:62], predict the reactants needed to synthesize it. The reactants are: [O:1]=[S:2]1(=[O:51])[CH2:7][CH2:6][N:5]([CH2:8][C:9]([NH:11][C@:12]23[CH2:47][CH2:46][C@@H:45]([C:48]([CH3:50])=[CH2:49])[C@@H:13]2[C@@H:14]2[C@@:27]([CH3:30])([CH2:28][CH2:29]3)[C@@:26]3([CH3:31])[C@@H:17]([C@:18]4([CH3:44])[C@@H:23]([CH2:24][CH2:25]3)[C:22]([CH3:33])([CH3:32])[C:21]([C:34]3[CH:43]=[CH:42][C:37]([C:38]([O:40][CH3:41])=[O:39])=[CH:36][CH:35]=3)=[CH:20][CH2:19]4)[CH2:16][CH2:15]2)=O)[CH2:4][CH2:3]1.CCN(C(C)C)C(C)C.[C:61](Cl)(=[O:63])[CH3:62]. (2) The reactants are: F[C@H:2]1[CH2:39][C@@:17]2([CH2:18]CCCCCCCCCSCCCC(F)(F)C(F)(F)F)[C@@H:13]([CH2:14][CH2:15][C:16]2=[O:40])[C@H:12]2[C@H:3]1[C:4]1[CH:5]=[CH:6][C:7](OC3CCCCO3)=[CH:8][C:9]=1[CH2:10][CH2:11]2.O1CCCC1.O.[BH4-].[Na+]. Given the product [CH3:18][C@:17]12[CH2:39][CH2:2][C@H:3]3[C@@H:12]([CH2:11][CH2:10][C:9]4[CH:8]=[CH:7][CH:6]=[CH:5][C:4]=43)[C@@H:13]1[CH2:14][CH2:15][C@@H:16]2[OH:40], predict the reactants needed to synthesize it. (3) The reactants are: [NH2:1][C:2]1[C:7]([CH3:8])=[CH:6][C:5]([O:9][CH3:10])=[CH:4][C:3]=1[C:11](=O)[CH2:12]Cl.O1CCOCC1.[BH4-].[Na+].Cl. Given the product [CH3:10][O:9][C:5]1[CH:4]=[C:3]2[C:2](=[C:7]([CH3:8])[CH:6]=1)[NH:1][CH:12]=[CH:11]2, predict the reactants needed to synthesize it. (4) Given the product [NH2:11][C@@H:3]([CH2:4][C:5]1[CH:6]=[CH:7][CH:8]=[CH:9][CH:10]=1)[C:2]([NH:19][C:20]1[O:24][N:23]=[C:22]([C:25]2[CH:26]=[CH:27][N:28]=[CH:29][CH:30]=2)[CH:21]=1)=[O:1], predict the reactants needed to synthesize it. The reactants are: [O:1]=[C:2]([NH:19][C:20]1[O:24][N:23]=[C:22]([C:25]2[CH:30]=[CH:29][N:28]=[CH:27][CH:26]=2)[CH:21]=1)[C@@H:3]([NH:11]C(=O)OC(C)(C)C)[CH2:4][C:5]1[CH:10]=[CH:9][CH:8]=[CH:7][CH:6]=1.C(O)(C(F)(F)F)=O. (5) Given the product [Cl:15][C:14]1[CH:13]=[C:12]([Cl:16])[CH:11]=[C:10]([Cl:17])[C:9]=1[C@@H:7]1[CH2:8][C@H:6]1[CH:4]([NH:3][O:2][CH3:1])[CH3:5], predict the reactants needed to synthesize it. The reactants are: [CH3:1][O:2][N:3]=[C:4]([CH:6]1[CH2:8][CH:7]1[C:9]1[C:14]([Cl:15])=[CH:13][C:12]([Cl:16])=[CH:11][C:10]=1[Cl:17])[CH3:5].C(O)(=O)C.C([BH3-])#N.[Na+]. (6) Given the product [CH2:1]([O:8][C:14]1[C:15]([N+:19]([O-:21])=[O:20])=[CH:16][N:17]=[C:12]([Cl:11])[N:13]=1)[C:2]1[CH:7]=[CH:6][CH:5]=[CH:4][CH:3]=1, predict the reactants needed to synthesize it. The reactants are: [CH2:1]([OH:8])[C:2]1[CH:7]=[CH:6][CH:5]=[CH:4][CH:3]=1.[H-].[Na+].[Cl:11][C:12]1[N:17]=[C:16](Cl)[C:15]([N+:19]([O-:21])=[O:20])=[CH:14][N:13]=1.O. (7) Given the product [Cl:1][C:2]1[N:7]=[CH:6][C:5]([CH2:8][N:9]2[CH2:14][CH:13]([Cl:40])[CH2:12][CH:11]3[O:16][C:17](=[O:19])[CH:18]=[C:10]23)=[CH:4][CH:3]=1, predict the reactants needed to synthesize it. The reactants are: [Cl:1][C:2]1[N:7]=[CH:6][C:5]([CH2:8][N:9]2[CH2:14][CH:13](O)[CH2:12][CH:11]3[O:16][C:17](=[O:19])[CH:18]=[C:10]23)=[CH:4][CH:3]=1.C1(P(C2C=CC=CC=2)C2C=CC=CC=2)C=CC=CC=1.C(Cl)(Cl)(Cl)[Cl:40]. (8) Given the product [Br:11][C:12]1[CH:13]=[CH:14][C:15]([CH2:18][O:7][C:1]2[CH:6]=[CH:5][CH:4]=[CH:3][CH:2]=2)=[N:16][CH:17]=1, predict the reactants needed to synthesize it. The reactants are: [C:1]1([OH:7])[CH:6]=[CH:5][CH:4]=[CH:3][CH:2]=1.[H-].[Na+].Cl.[Br:11][C:12]1[CH:13]=[CH:14][C:15]([CH2:18]Cl)=[N:16][CH:17]=1.C(N(CC)CC)C. (9) Given the product [CH3:15][C:12]([NH:17][S:18]([CH2:21][C:22]1[CH:27]=[CH:26][CH:25]=[CH:24][CH:23]=1)(=[O:20])=[O:19])([CH2:11][O:10][C:9]1[CH:28]=[CH:29][C:6]([N:1]2[CH:5]=[N:4][CH:3]=[N:2]2)=[CH:7][CH:8]=1)[C:13]([NH2:14])=[O:30], predict the reactants needed to synthesize it. The reactants are: [N:1]1([C:6]2[CH:29]=[CH:28][C:9]([O:10][CH2:11][C:12]([NH:17][S:18]([CH2:21][C:22]3[CH:27]=[CH:26][CH:25]=[CH:24][CH:23]=3)(=[O:20])=[O:19])([CH2:15]C)[C:13]#[N:14])=[CH:8][CH:7]=2)[CH:5]=[N:4][CH:3]=[N:2]1.[OH-:30].[K+].Cl.